This data is from Full USPTO retrosynthesis dataset with 1.9M reactions from patents (1976-2016). The task is: Predict the reactants needed to synthesize the given product. Given the product [CH2:10]([O:9][C:3]1[C:4](=[O:5])[CH:6]=[CH:7][O:8][C:2]=1[CH3:1])[C:11]1[CH:16]=[CH:15][CH:14]=[CH:13][CH:12]=1, predict the reactants needed to synthesize it. The reactants are: [CH3:1][C:2]1[O:8][CH:7]=[CH:6][C:4](=[O:5])[C:3]=1[OH:9].[CH2:10](Br)[C:11]1[CH:16]=[CH:15][CH:14]=[CH:13][CH:12]=1.C(=O)([O-])[O-].[K+].[K+].